From a dataset of Forward reaction prediction with 1.9M reactions from USPTO patents (1976-2016). Predict the product of the given reaction. (1) Given the reactants [CH3:1][C:2]1[CH:7]=[C:6]([NH:8][C:9]2[CH:14]=[CH:13][C:12]([C:15]([F:18])([F:17])[F:16])=[CH:11][CH:10]=2)[N:5]2[N:19]=[C:20](S(C)(=O)=O)[N:21]=[C:4]2[N:3]=1.[O-:26][CH2:27][CH3:28].[Na+], predict the reaction product. The product is: [CH2:27]([O:26][C:20]1[N:21]=[C:4]2[N:3]=[C:2]([CH3:1])[CH:7]=[C:6]([NH:8][C:9]3[CH:14]=[CH:13][C:12]([C:15]([F:18])([F:17])[F:16])=[CH:11][CH:10]=3)[N:5]2[N:19]=1)[CH3:28]. (2) Given the reactants Br[C:2]1[C:3]([CH3:20])=[C:4]2[C:9](=[CH:10][CH:11]=1)[N:8]=[C:7]([C:12]1[CH:13]=[N:14][CH:15]=[CH:16][CH:17]=1)[N:6]=[C:5]2[NH:18][CH3:19].[F:21][C:22]1[CH:27]=[C:26]([F:28])[CH:25]=[CH:24][C:23]=1B(O)O.[O-]P([O-])([O-])=O.[K+].[K+].[K+].[ClH:40], predict the reaction product. The product is: [ClH:40].[ClH:40].[F:21][C:22]1[CH:27]=[C:26]([F:28])[CH:25]=[CH:24][C:23]=1[C:2]1[C:3]([CH3:20])=[C:4]2[C:9](=[CH:10][CH:11]=1)[N:8]=[C:7]([C:12]1[CH:13]=[N:14][CH:15]=[CH:16][CH:17]=1)[N:6]=[C:5]2[NH:18][CH3:19]. (3) Given the reactants [CH3:1][O:2][C:3]1[CH:8]=[CH:7][C:6]([N:9]2[CH:13]=[CH:12][C:11](C(OCC)=O)=[N:10]2)=[CH:5][CH:4]=1.[OH-].[K+], predict the reaction product. The product is: [CH3:1][O:2][C:3]1[CH:4]=[CH:5][C:6]([N:9]2[CH:13]=[CH:12][CH:11]=[N:10]2)=[CH:7][CH:8]=1. (4) Given the reactants [OH-].[Na+].CO.C([O:13][CH2:14][C:15]1[C:24]([CH3:25])=[C:23]2[C:18]([CH2:19][CH2:20][CH2:21][N:22]2[C:26]2[CH:31]=[CH:30][CH:29]=[CH:28][C:27]=2[CH3:32])=[CH:17][CH:16]=1)(=O)C1C=CC=CC=1, predict the reaction product. The product is: [CH3:25][C:24]1[C:15]([CH2:14][OH:13])=[CH:16][CH:17]=[C:18]2[C:23]=1[N:22]([C:26]1[CH:31]=[CH:30][CH:29]=[CH:28][C:27]=1[CH3:32])[CH2:21][CH2:20][CH2:19]2. (5) The product is: [Si:1]([O:18][CH2:19][C:20]1[C:25]([N:26]2[CH2:31][C@H:30]([CH3:32])[O:29][C@H:28]([CH3:33])[CH2:27]2)=[C:24]([F:34])[C:23]([F:35])=[C:22]([C:38](=[O:39])[C:37]([F:45])([F:44])[F:36])[CH:21]=1)([C:14]([CH3:16])([CH3:17])[CH3:15])([C:2]1[CH:7]=[CH:6][CH:5]=[CH:4][CH:3]=1)[C:8]1[CH:13]=[CH:12][CH:11]=[CH:10][CH:9]=1. Given the reactants [Si:1]([O:18][CH2:19][C:20]1[C:25]([N:26]2[CH2:31][C@H:30]([CH3:32])[O:29][C@H:28]([CH3:33])[CH2:27]2)=[C:24]([F:34])[C:23]([F:35])=[CH:22][CH:21]=1)([C:14]([CH3:17])([CH3:16])[CH3:15])([C:8]1[CH:13]=[CH:12][CH:11]=[CH:10][CH:9]=1)[C:2]1[CH:7]=[CH:6][CH:5]=[CH:4][CH:3]=1.[F:36][C:37]([F:45])([F:44])[C:38](N(OC)C)=[O:39], predict the reaction product. (6) The product is: [F:1][C:2]1[CH:7]=[C:6]([F:8])[CH:5]=[CH:4][C:3]=1[C:9]1[C:17]2[O:16][CH:15]([CH2:18][NH:19][C:30](=[O:31])[O:32][CH2:33][C:34]3[CH:39]=[CH:38][CH:37]=[CH:36][CH:35]=3)[CH2:14][C:13]=2[CH:12]=[CH:11][CH:10]=1. Given the reactants [F:1][C:2]1[CH:7]=[C:6]([F:8])[CH:5]=[CH:4][C:3]=1[C:9]1[C:17]2[O:16][CH:15]([CH2:18][NH2:19])[CH2:14][C:13]=2[CH:12]=[CH:11][CH:10]=1.C(N(C(C)C)CC)(C)C.Cl[C:30]([O:32][CH2:33][C:34]1[CH:39]=[CH:38][CH:37]=[CH:36][CH:35]=1)=[O:31], predict the reaction product. (7) Given the reactants C(=O)([O-])[O-].[Na+].[Na+].Br[C:8]1[CH:9]=[CH:10][C:11]([NH:14][C:15](=[O:17])[CH3:16])=[N:12][CH:13]=1.[C:18]([C:20]1[CH:21]=[C:22](B(O)O)[CH:23]=[CH:24][CH:25]=1)#[N:19], predict the reaction product. The product is: [C:18]([C:20]1[CH:25]=[C:24]([C:8]2[CH:9]=[CH:10][C:11]([NH:14][C:15](=[O:17])[CH3:16])=[N:12][CH:13]=2)[CH:23]=[CH:22][CH:21]=1)#[N:19]. (8) Given the reactants [N+:1]([C:4]1[CH:5]=[C:6]2[C:10](=[CH:11][CH:12]=1)[NH:9][C:8]([C:13]1[CH:18]=[CH:17][CH:16]=[CH:15][CH:14]=1)=[CH:7]2)([O-])=O, predict the reaction product. The product is: [C:13]1([C:8]2[NH:9][C:10]3[C:6]([CH:7]=2)=[CH:5][C:4]([NH2:1])=[CH:12][CH:11]=3)[CH:14]=[CH:15][CH:16]=[CH:17][CH:18]=1. (9) Given the reactants [F:1][C:2]1[CH:35]=[C:34]([F:36])[CH:33]=[CH:32][C:3]=1[CH2:4][N:5]1[C:9]2=[CH:10][N:11]=[C:12]([C:14](O)=[O:15])[CH:13]=[C:8]2[C:7]([CH2:17][N:18]2[CH2:23][CH2:22][C:21]([OH:31])([CH2:24][N:25]3[CH2:29][CH2:28][CH2:27][C:26]3=[O:30])[CH2:20][CH2:19]2)=[CH:6]1.CN(C([O:44][N:45]1N=N[C:47]2C=CC=N[C:46]1=2)=[N+](C)C)C.F[P-](F)(F)(F)(F)F.C(N(CC)CC)C.Cl.C(NO)C, predict the reaction product. The product is: [F:1][C:2]1[CH:35]=[C:34]([F:36])[CH:33]=[CH:32][C:3]=1[CH2:4][N:5]1[C:9]2=[CH:10][N:11]=[C:12]([C:14]([N:45]([CH2:46][CH3:47])[OH:44])=[O:15])[CH:13]=[C:8]2[C:7]([CH2:17][N:18]2[CH2:19][CH2:20][C:21]([OH:31])([CH2:24][N:25]3[CH2:29][CH2:28][CH2:27][C:26]3=[O:30])[CH2:22][CH2:23]2)=[CH:6]1.